From a dataset of Forward reaction prediction with 1.9M reactions from USPTO patents (1976-2016). Predict the product of the given reaction. Given the reactants [Si]([O:8][CH2:9][C@H:10]1[NH:15][C@H:14]([C:16]([NH:18][CH3:19])=[O:17])[C@H:13]2[O:20]C(C)(C)[O:22][C@H:12]2[C@@H:11]1[OH:25])(C(C)(C)C)(C)C.[ClH:26], predict the reaction product. The product is: [ClH:26].[OH:20][C@H:13]1[C@@H:12]([OH:22])[C@H:11]([OH:25])[C@@H:10]([CH2:9][OH:8])[NH:15][C@@H:14]1[C:16]([NH:18][CH3:19])=[O:17].